From a dataset of Full USPTO retrosynthesis dataset with 1.9M reactions from patents (1976-2016). Predict the reactants needed to synthesize the given product. Given the product [Br:1][C:2]1[CH:31]=[CH:30][C:29]([F:32])=[CH:28][C:3]=1[O:4][CH:5]1[CH2:10][CH2:9][N:8]([C:11]2[S:12][C:13]3[C:18]([Cl:19])=[N:17][C:16]([S:20][CH2:21][C:22]([OH:24])=[O:23])=[N:15][C:14]=3[N:27]=2)[CH2:7][CH2:6]1, predict the reactants needed to synthesize it. The reactants are: [Br:1][C:2]1[CH:31]=[CH:30][C:29]([F:32])=[CH:28][C:3]=1[O:4][CH:5]1[CH2:10][CH2:9][N:8]([C:11]2[S:12][C:13]3[C:18]([Cl:19])=[N:17][C:16]([S:20][CH2:21][C:22]([O:24]CC)=[O:23])=[N:15][C:14]=3[N:27]=2)[CH2:7][CH2:6]1.[OH-].[Li+].